From a dataset of Full USPTO retrosynthesis dataset with 1.9M reactions from patents (1976-2016). Predict the reactants needed to synthesize the given product. Given the product [Cl:4][C:5]1[C:31]([C:32]([F:35])([F:34])[F:33])=[CH:30][CH:29]=[CH:28][C:6]=1[C:7]([NH:9][CH:10]([C:12]1[N:13]=[N:14][N:15]([C:22]2[N:27]=[CH:26][CH:25]=[CH:24][N:23]=2)[C:16]=1[CH2:17][CH2:18][OH:1])[CH3:11])=[O:8], predict the reactants needed to synthesize it. The reactants are: [O:1]=[O+][O-].[Cl:4][C:5]1[C:31]([C:32]([F:35])([F:34])[F:33])=[CH:30][CH:29]=[CH:28][C:6]=1[C:7]([NH:9][CH:10]([C:12]1[N:13]=[N:14][N:15]([C:22]2[N:27]=[CH:26][CH:25]=[CH:24][N:23]=2)[C:16]=1[CH2:17][CH:18]=C(C)C)[CH3:11])=[O:8].[BH4-].[Na+].